This data is from Peptide-MHC class I binding affinity with 185,985 pairs from IEDB/IMGT. The task is: Regression. Given a peptide amino acid sequence and an MHC pseudo amino acid sequence, predict their binding affinity value. This is MHC class I binding data. The peptide sequence is ARYARAAAL. The MHC is HLA-B14:02 with pseudo-sequence HLA-B14:02. The binding affinity (normalized) is 0.791.